Dataset: NCI-60 drug combinations with 297,098 pairs across 59 cell lines. Task: Regression. Given two drug SMILES strings and cell line genomic features, predict the synergy score measuring deviation from expected non-interaction effect. (1) Drug 1: C1CN1P(=S)(N2CC2)N3CC3. Drug 2: CC1=C2C(C(=O)C3(C(CC4C(C3C(C(C2(C)C)(CC1OC(=O)C(C(C5=CC=CC=C5)NC(=O)OC(C)(C)C)O)O)OC(=O)C6=CC=CC=C6)(CO4)OC(=O)C)O)C)O. Cell line: SK-MEL-28. Synergy scores: CSS=2.93, Synergy_ZIP=2.46, Synergy_Bliss=7.62, Synergy_Loewe=-0.798, Synergy_HSA=-1.10. (2) Drug 1: CC12CCC(CC1=CCC3C2CCC4(C3CC=C4C5=CN=CC=C5)C)O. Drug 2: CN1C(=O)N2C=NC(=C2N=N1)C(=O)N. Cell line: PC-3. Synergy scores: CSS=3.16, Synergy_ZIP=-0.906, Synergy_Bliss=-0.124, Synergy_Loewe=-3.45, Synergy_HSA=-0.804. (3) Drug 1: CC1OCC2C(O1)C(C(C(O2)OC3C4COC(=O)C4C(C5=CC6=C(C=C35)OCO6)C7=CC(=C(C(=C7)OC)O)OC)O)O. Drug 2: C(CCl)NC(=O)N(CCCl)N=O. Cell line: ACHN. Synergy scores: CSS=52.5, Synergy_ZIP=-1.79, Synergy_Bliss=-0.0831, Synergy_Loewe=-33.1, Synergy_HSA=-1.05.